From a dataset of Full USPTO retrosynthesis dataset with 1.9M reactions from patents (1976-2016). Predict the reactants needed to synthesize the given product. (1) Given the product [CH3:1][N:2]1[CH2:18][C:16]2[CH:15]=[CH:14][C:13]([O:19][CH3:20])=[C:12]3[C:17]=2[C@:5]2([C@@H:10]([O:11]3)[CH2:9][C@@H:8]([OH:21])[CH:7]=[CH:6]2)[CH2:4][CH2:3]1, predict the reactants needed to synthesize it. The reactants are: [CH3:1][N:2]1[CH2:18][C:16]2=[C:17]3[C:12](=[C:13]([O:19][CH3:20])[CH:14]=[CH:15]2)[O:11][C@@H:10]2[C@:5]3([CH:6]=[CH:7][C@H:8]([OH:21])[CH2:9]2)[CH2:4][CH2:3]1.Cl.N. (2) Given the product [O:1]=[C:2]1[C:7]([C:8]([NH:10][CH2:11][C:12]2[S:13][C:14]([S:17]([N:20]3[CH2:25][CH2:24][CH:23]([NH:34][CH2:33][C:32]4[CH:31]=[CH:30][C:29]([C:28]([F:27])([F:37])[F:38])=[CH:36][CH:35]=4)[CH2:22][CH2:21]3)(=[O:19])=[O:18])=[CH:15][CH:16]=2)=[O:9])=[CH:6][CH:5]=[CH:4][NH:3]1.[ClH:53], predict the reactants needed to synthesize it. The reactants are: [O:1]=[C:2]1[C:7]([C:8]([NH:10][CH2:11][C:12]2[S:13][C:14]([S:17]([N:20]3[CH2:25][CH2:24][C:23](=O)[CH2:22][CH2:21]3)(=[O:19])=[O:18])=[CH:15][CH:16]=2)=[O:9])=[CH:6][CH:5]=[CH:4][NH:3]1.[F:27][C:28]([F:38])([F:37])[C:29]1[CH:36]=[CH:35][C:32]([CH2:33][NH2:34])=[CH:31][CH:30]=1.[BH-](OC(C)=O)(OC(C)=O)OC(C)=O.[Na+].[Cl:53]CCCl. (3) Given the product [F:4][C:5]1[CH:13]=[CH:12][CH:11]=[C:10]2[C:6]=1[C:7]([C:14](=[O:33])[C:15]([N:17]1[CH2:18][CH2:19][N:20]([C:23]3[C:24](=[O:32])[C:25](=[O:31])[C:26]=3[N:2]([CH3:3])[CH3:1])[CH2:21][CH2:22]1)=[O:16])=[CH:8][NH:9]2, predict the reactants needed to synthesize it. The reactants are: [CH3:1][NH:2][CH3:3].[F:4][C:5]1[CH:13]=[CH:12][CH:11]=[C:10]2[C:6]=1[C:7]([C:14](=[O:33])[C:15]([N:17]1[CH2:22][CH2:21][N:20]([C:23]3[C:24](=[O:32])[C:25](=[O:31])[C:26]=3OC(C)C)[CH2:19][CH2:18]1)=[O:16])=[CH:8][NH:9]2. (4) The reactants are: Cl.Cl.Cl.[O:4]1[C:8]2[CH:9]=[CH:10][CH:11]=[C:12]([N:13]3[CH2:18][CH2:17][N:16]([CH2:19][CH2:20][C@H:21]4[CH2:26][CH2:25][C@H:24]([NH2:27])[CH2:23][CH2:22]4)[CH2:15][CH2:14]3)[C:7]=2[O:6][CH2:5]1.[CH3:28][O:29][C@@H:30]([CH3:34])[C:31](O)=[O:32]. Given the product [O:4]1[C:8]2[CH:9]=[CH:10][CH:11]=[C:12]([N:13]3[CH2:18][CH2:17][N:16]([CH2:19][CH2:20][C@H:21]4[CH2:26][CH2:25][C@H:24]([NH:27][C:31](=[O:32])[C@@H:30]([O:29][CH3:28])[CH3:34])[CH2:23][CH2:22]4)[CH2:15][CH2:14]3)[C:7]=2[O:6][CH2:5]1, predict the reactants needed to synthesize it. (5) Given the product [CH2:1]([N:8]1[C:12]([C:13]2([S:20]([C:23]3[CH:28]=[CH:27][C:26]([Cl:29])=[CH:25][CH:24]=3)(=[O:22])=[O:21])[CH2:18][CH2:17][CH2:16][CH2:15][CH2:14]2)=[N:11][N:10]=[N:9]1)[C:2]1[CH:7]=[CH:6][CH:5]=[CH:4][CH:3]=1, predict the reactants needed to synthesize it. The reactants are: [CH2:1]([N:8]1[C:12]([CH:13]([S:20]([C:23]2[CH:28]=[CH:27][C:26]([Cl:29])=[CH:25][CH:24]=2)(=[O:22])=[O:21])[CH2:14][CH2:15][CH2:16][CH2:17][CH2:18]O)=[N:11][N:10]=[N:9]1)[C:2]1[CH:7]=[CH:6][CH:5]=[CH:4][CH:3]=1.C(C=P(CCCC)(CCCC)CCCC)#N. (6) Given the product [N+:1]([C:4]1[CH:9]=[CH:8][C:7]([CH2:10][CH2:11][N:12]([CH2:13][CH2:14][O:15][C:16]2[CH:17]=[CH:18][C:19]([N+:22]([O-:24])=[O:23])=[CH:20][CH:21]=2)[CH2:26][CH2:27][CH2:28][CH2:29][CH2:30][CH2:31][N:32]2[C:33](=[O:42])[C:34]3[C:39](=[CH:38][CH:37]=[CH:36][CH:35]=3)[C:40]2=[O:41])=[CH:6][CH:5]=1)([O-:3])=[O:2], predict the reactants needed to synthesize it. The reactants are: [N+:1]([C:4]1[CH:9]=[CH:8][C:7]([CH2:10][CH2:11][NH:12][CH2:13][CH2:14][O:15][C:16]2[CH:21]=[CH:20][C:19]([N+:22]([O-:24])=[O:23])=[CH:18][CH:17]=2)=[CH:6][CH:5]=1)([O-:3])=[O:2].Br[CH2:26][CH2:27][CH2:28][CH2:29][CH2:30][CH2:31][N:32]1[C:40](=[O:41])[C:39]2[C:34](=[CH:35][CH:36]=[CH:37][CH:38]=2)[C:33]1=[O:42].CCN(C(C)C)C(C)C.